From a dataset of NCI-60 drug combinations with 297,098 pairs across 59 cell lines. Regression. Given two drug SMILES strings and cell line genomic features, predict the synergy score measuring deviation from expected non-interaction effect. (1) Drug 1: C1CC2CC3=C(CC1C24CN(S(=O)(=O)N4)CC(F)(F)F)C=CC(=C3)C=CCN5CCC(CC5)C(F)(F)F. Drug 2: CS(=O)(=O)CCNCC1=CC=C(O1)C2=CC3=C(C=C2)N=CN=C3NC4=CC(=C(C=C4)OCC5=CC(=CC=C5)F)Cl. Cell line: HT29. Synergy scores: CSS=86.8, Synergy_ZIP=6.92, Synergy_Bliss=7.64, Synergy_Loewe=6.35, Synergy_HSA=11.9. (2) Drug 1: CC1C(C(CC(O1)OC2CC(CC3=C2C(=C4C(=C3O)C(=O)C5=C(C4=O)C(=CC=C5)OC)O)(C(=O)CO)O)N)O.Cl. Drug 2: C1CN(CCN1C(=O)CCBr)C(=O)CCBr. Cell line: SR. Synergy scores: CSS=73.9, Synergy_ZIP=2.60, Synergy_Bliss=3.01, Synergy_Loewe=-1.14, Synergy_HSA=3.94. (3) Drug 1: CN1C(=O)N2C=NC(=C2N=N1)C(=O)N. Drug 2: CC1C(C(CC(O1)OC2CC(CC3=C2C(=C4C(=C3O)C(=O)C5=C(C4=O)C(=CC=C5)OC)O)(C(=O)CO)O)N)O.Cl. Cell line: PC-3. Synergy scores: CSS=23.5, Synergy_ZIP=-3.62, Synergy_Bliss=-3.19, Synergy_Loewe=-9.11, Synergy_HSA=-2.22. (4) Drug 1: CC1=C(C(CCC1)(C)C)C=CC(=CC=CC(=CC(=O)O)C)C. Drug 2: C(CCl)NC(=O)N(CCCl)N=O. Cell line: CAKI-1. Synergy scores: CSS=18.1, Synergy_ZIP=-3.55, Synergy_Bliss=0.154, Synergy_Loewe=-1.49, Synergy_HSA=2.65. (5) Drug 1: C1=CC(=CC=C1CCC2=CNC3=C2C(=O)NC(=N3)N)C(=O)NC(CCC(=O)O)C(=O)O. Drug 2: CCN(CC)CCCC(C)NC1=C2C=C(C=CC2=NC3=C1C=CC(=C3)Cl)OC. Cell line: BT-549. Synergy scores: CSS=31.1, Synergy_ZIP=1.32, Synergy_Bliss=5.33, Synergy_Loewe=8.44, Synergy_HSA=9.15. (6) Synergy scores: CSS=3.75, Synergy_ZIP=-0.365, Synergy_Bliss=0.699, Synergy_Loewe=-12.9, Synergy_HSA=-3.06. Drug 2: CN(CC1=CN=C2C(=N1)C(=NC(=N2)N)N)C3=CC=C(C=C3)C(=O)NC(CCC(=O)O)C(=O)O. Drug 1: CN(C)C1=NC(=NC(=N1)N(C)C)N(C)C. Cell line: OVCAR-5.